From a dataset of Reaction yield outcomes from USPTO patents with 853,638 reactions. Predict the reaction yield, written as a fraction of the theoretical maximum amount of product (1.0 means a 100% yield; for example, 0.34 means a 34% yield). (1) The reactants are [CH3:1][C:2]([CH3:9])([CH3:8])[C:3](=O)[CH2:4][C:5]#[N:6].Cl.Cl.[NH:12]([CH2:14][CH2:15][CH2:16][OH:17])[NH2:13].Cl. The catalyst is C(O)C. The product is [NH2:6][C:5]1[N:12]([CH2:14][CH2:15][CH2:16][OH:17])[N:13]=[C:3]([C:2]([CH3:9])([CH3:8])[CH3:1])[CH:4]=1. The yield is 0.850. (2) The reactants are Br[C:2]1[C:7](=[O:8])[N:6]([CH2:9][C:10]2[CH:15]=[CH:14][C:13]([C:16]3[C:17]([C:22]#[N:23])=[CH:18][CH:19]=[CH:20][CH:21]=3)=[CH:12][CH:11]=2)[C:5]([CH2:24][CH2:25][CH3:26])=[N:4][C:3]=1[CH2:27][CH3:28].[CH2:29]([O:31][C:32]1[N:37]=[CH:36][C:35](B(O)O)=[CH:34][CH:33]=1)[CH3:30].C(=O)([O-])[O-].[Cs+].[Cs+].O1CCOCC1. The catalyst is C(OCC)(=O)C.C1C=CC(P(C2C=CC=CC=2)[C-]2C=CC=C2)=CC=1.C1C=CC(P(C2C=CC=CC=2)[C-]2C=CC=C2)=CC=1.Cl[Pd]Cl.[Fe+2].ClCCl. The product is [CH2:29]([O:31][C:32]1[N:37]=[CH:36][C:35]([C:2]2[C:7](=[O:8])[N:6]([CH2:9][C:10]3[CH:15]=[CH:14][C:13]([C:16]4[C:17]([C:22]#[N:23])=[CH:18][CH:19]=[CH:20][CH:21]=4)=[CH:12][CH:11]=3)[C:5]([CH2:24][CH2:25][CH3:26])=[N:4][C:3]=2[CH2:27][CH3:28])=[CH:34][CH:33]=1)[CH3:30]. The yield is 0.980. (3) The reactants are [NH2:1][C:2]1[CH:7]=[CH:6][CH:5]=[CH:4][C:3]=1[OH:8].[OH-].[Na+].C[SH-][C:13]([SH-]C)=[N:14][C:15]1[S:16][C:17]2[CH:23]=[CH:22][CH:21]=[CH:20][C:18]=2[N:19]=1. The catalyst is CN(C=O)C.O. The product is [S:16]1[C:17]2[CH:23]=[CH:22][CH:21]=[CH:20][C:18]=2[N:19]=[C:15]1[NH:14][C:13]1[O:8][C:3]2[CH:4]=[CH:5][CH:6]=[CH:7][C:2]=2[N:1]=1. The yield is 0.561. (4) The reactants are [Cl:1][C:2]1[C:6]([CH3:7])=[C:5]([C:8]2[CH:9]=[C:10]([C:13]([O:15]C)=[O:14])[S:11][CH:12]=2)[N:4]([CH3:17])[N:3]=1.[OH-].[Na+]. The catalyst is O1CCCC1. The product is [Cl:1][C:2]1[C:6]([CH3:7])=[C:5]([C:8]2[CH:9]=[C:10]([C:13]([OH:15])=[O:14])[S:11][CH:12]=2)[N:4]([CH3:17])[N:3]=1. The yield is 0.660. (5) The reactants are [F:1][C:2]1[CH:3]=[C:4]([C:8]2[S:9][C:10]([N:14]([CH3:23])[C:15]([CH:17]3[CH2:22][CH2:21][CH2:20][NH:19][CH2:18]3)=[O:16])=[C:11]([CH3:13])[N:12]=2)[CH:5]=[N:6][CH:7]=1.C(=O)([O-])[O-].[K+].[K+].[CH3:30][CH:31]([CH2:35][CH2:36][CH3:37])[C:32](Cl)=[O:33]. The catalyst is CN(C1C=CN=CC=1)C.ClCCCl.O.ClCCl. The product is [F:1][C:2]1[CH:3]=[C:4]([C:8]2[S:9][C:10]([N:14]([CH3:23])[C:15]([CH:17]3[CH2:22][CH2:21][CH2:20][N:19]([C:32](=[O:33])[CH:31]([CH3:30])[CH2:35][CH2:36][CH3:37])[CH2:18]3)=[O:16])=[C:11]([CH3:13])[N:12]=2)[CH:5]=[N:6][CH:7]=1. The yield is 0.640. (6) The reactants are Br[C:2]1[S:6][C:5]([C:7]2[CH:12]=[CH:11][CH:10]=[CH:9][CH:8]=2)=[N:4][C:3]=1[C:13]([O:15][CH2:16][CH3:17])=[O:14].[CH2:18]([O:21][CH:22]1[CH2:27][CH2:26][CH2:25][CH2:24][O:23]1)[C:19]#[CH:20].C(N(CC)CC)C.O. The catalyst is C1COCC1.Cl[Pd](Cl)([P](C1C=CC=CC=1)(C1C=CC=CC=1)C1C=CC=CC=1)[P](C1C=CC=CC=1)(C1C=CC=CC=1)C1C=CC=CC=1.[Cu]I. The product is [C:7]1([C:5]2[S:6][C:2]([C:20]#[C:19][CH2:18][O:21][CH:22]3[CH2:27][CH2:26][CH2:25][CH2:24][O:23]3)=[C:3]([C:13]([O:15][CH2:16][CH3:17])=[O:14])[N:4]=2)[CH:12]=[CH:11][CH:10]=[CH:9][CH:8]=1. The yield is 0.880. (7) The reactants are F[C:2]1[CH:9]=[CH:8][C:5]([C:6]#[N:7])=[CH:4][C:3]=1[CH3:10].[NH:11]1[CH2:16][CH2:15][NH:14][CH2:13][CH2:12]1.O. The catalyst is CS(C)=O. The product is [CH3:10][C:3]1[CH:4]=[C:5]([CH:8]=[CH:9][C:2]=1[N:11]1[CH2:16][CH2:15][NH:14][CH2:13][CH2:12]1)[C:6]#[N:7]. The yield is 0.696.